From a dataset of Catalyst prediction with 721,799 reactions and 888 catalyst types from USPTO. Predict which catalyst facilitates the given reaction. (1) Reactant: [NH3:1].[CH3:2][C:3]1[CH:8]=[CH:7][C:6]([C:9]2[N:13]([C:14]3[CH:19]=[CH:18][CH:17]=[CH:16][CH:15]=3)[N:12]=[C:11]([C:20]([F:23])([F:22])[F:21])[CH:10]=2)=[CH:5][C:4]=1[S:24](Cl)(=[O:26])=[O:25].C(OCC)(=O)C.O. Product: [CH3:2][C:3]1[CH:8]=[CH:7][C:6]([C:9]2[N:13]([C:14]3[CH:19]=[CH:18][CH:17]=[CH:16][CH:15]=3)[N:12]=[C:11]([C:20]([F:23])([F:22])[F:21])[CH:10]=2)=[CH:5][C:4]=1[S:24]([NH2:1])(=[O:26])=[O:25]. The catalyst class is: 1. (2) Reactant: [CH2:1]([C:3]1[CH:15]=[C:14]([C:16]2[N:20]=[C:19]([C:21]3[CH:26]=[C:25]([CH3:27])[C:24]([CH2:28][CH:29]([CH3:31])[CH3:30])=[CH:23][N:22]=3)[O:18][N:17]=2)[CH:13]=[C:12]([CH3:32])[C:4]=1[O:5][CH2:6][C@@H:7]([OH:11])[CH2:8][NH:9][CH3:10])[CH3:2].Cl.[CH3:34][O:35][C:36](=[O:40])[CH2:37]CN.C(N(CC)CC)C. Product: [CH3:34][O:35][C:36](=[O:40])[CH2:37][CH2:10][NH:9][CH2:8][C@H:7]([OH:11])[CH2:6][O:5][C:4]1[C:12]([CH3:32])=[CH:13][C:14]([C:16]2[N:20]=[C:19]([C:21]3[CH:26]=[C:25]([CH3:27])[C:24]([CH2:28][CH:29]([CH3:31])[CH3:30])=[CH:23][N:22]=3)[O:18][N:17]=2)=[CH:15][C:3]=1[CH2:1][CH3:2]. The catalyst class is: 5.